The task is: Predict the reaction yield, written as a fraction of the theoretical maximum amount of product (1.0 means a 100% yield; for example, 0.34 means a 34% yield).. This data is from Reaction yield outcomes from USPTO patents with 853,638 reactions. The reactants are [CH3:1][C:2]1[C:3]([CH3:31])=[CH:4][C:5]2[N:14]([CH2:15][CH2:16][CH2:17][CH2:18][CH2:19][C:20]([CH3:27])([CH3:26])[C:21]([O:23]CC)=[O:22])[C:13]3[C:8]([C:9](=[O:29])[NH:10][C:11](=[O:28])[N:12]=3)=[N:7][C:6]=2[CH:30]=1.Cl. The catalyst is O. The product is [CH3:1][C:2]1[C:3]([CH3:31])=[CH:4][C:5]2[N:14]([CH2:15][CH2:16][CH2:17][CH2:18][CH2:19][C:20]([CH3:27])([CH3:26])[C:21]([OH:23])=[O:22])[C:13]3[C:8]([C:9](=[O:29])[NH:10][C:11](=[O:28])[N:12]=3)=[N:7][C:6]=2[CH:30]=1. The yield is 0.750.